This data is from Full USPTO retrosynthesis dataset with 1.9M reactions from patents (1976-2016). The task is: Predict the reactants needed to synthesize the given product. Given the product [CH2:1]([NH:8][CH2:9]/[C:10](/[CH3:11])=[CH:13]/[CH3:14])[C:2]1[CH:7]=[CH:6][CH:5]=[CH:4][CH:3]=1, predict the reactants needed to synthesize it. The reactants are: [CH2:1]([NH2:8])[C:2]1[CH:7]=[CH:6][CH:5]=[CH:4][CH:3]=1.[CH3:9]/[C:10](=[CH:13]\[CH3:14])/[CH:11]=O.S([O-])([O-])(=O)=O.[Mg+2].[BH4-].[Na+].Cl.